From a dataset of NCI-60 drug combinations with 297,098 pairs across 59 cell lines. Regression. Given two drug SMILES strings and cell line genomic features, predict the synergy score measuring deviation from expected non-interaction effect. (1) Drug 1: CC(C1=C(C=CC(=C1Cl)F)Cl)OC2=C(N=CC(=C2)C3=CN(N=C3)C4CCNCC4)N. Drug 2: C(CN)CNCCSP(=O)(O)O. Cell line: HOP-92. Synergy scores: CSS=15.8, Synergy_ZIP=2.42, Synergy_Bliss=5.82, Synergy_Loewe=-6.84, Synergy_HSA=4.31. (2) Drug 1: CC1=C2C(C(=O)C3(C(CC4C(C3C(C(C2(C)C)(CC1OC(=O)C(C(C5=CC=CC=C5)NC(=O)C6=CC=CC=C6)O)O)OC(=O)C7=CC=CC=C7)(CO4)OC(=O)C)O)C)OC(=O)C. Drug 2: CN(CC1=CN=C2C(=N1)C(=NC(=N2)N)N)C3=CC=C(C=C3)C(=O)NC(CCC(=O)O)C(=O)O. Cell line: U251. Synergy scores: CSS=23.0, Synergy_ZIP=3.44, Synergy_Bliss=5.27, Synergy_Loewe=-32.2, Synergy_HSA=1.70.